Dataset: Reaction yield outcomes from USPTO patents with 853,638 reactions. Task: Predict the reaction yield, written as a fraction of the theoretical maximum amount of product (1.0 means a 100% yield; for example, 0.34 means a 34% yield). (1) The reactants are [F:1][C:2]([F:31])([F:30])[C:3]1[CH:4]=[C:5]([S:9]([N:12]2[CH2:17][CH2:16][CH:15]([O:18][N:19]3C(=O)C4C(=CC=CC=4)C3=O)[CH2:14][CH2:13]2)(=[O:11])=[O:10])[CH:6]=[CH:7][CH:8]=1.O.NN. The catalyst is C(O)C. The product is [F:31][C:2]([F:1])([F:30])[C:3]1[CH:4]=[C:5]([S:9]([N:12]2[CH2:13][CH2:14][CH:15]([O:18][NH2:19])[CH2:16][CH2:17]2)(=[O:11])=[O:10])[CH:6]=[CH:7][CH:8]=1. The yield is 0.930. (2) The reactants are [C:1]([C:3]1[CH:11]=[C:7]([C:8]([OH:10])=O)[C:6]([OH:12])=[CH:5][CH:4]=1)#[N:2].[F:13][C:14]([F:27])([F:26])[C:15]1[CH:16]=[C:17]([CH:19]=[C:20]([C:22]([F:25])([F:24])[F:23])[CH:21]=1)[NH2:18]. No catalyst specified. The product is [F:13][C:14]([F:26])([F:27])[C:15]1[CH:16]=[C:17]([NH:18][C:8](=[O:10])[C:7]2[CH:11]=[C:3]([C:1]#[N:2])[CH:4]=[CH:5][C:6]=2[OH:12])[CH:19]=[C:20]([C:22]([F:23])([F:25])[F:24])[CH:21]=1. The yield is 0.166. (3) The reactants are [OH-:1].[Na+].Br[CH:4]([CH3:23])[C:5]([C:7]1[CH:12]=[CH:11][C:10]([C@H:13]2[CH2:18][CH2:17][C@H:16]([C:19]([O:21][CH3:22])=[O:20])[CH2:15][CH2:14]2)=[CH:9][CH:8]=1)=[O:6]. The catalyst is O.CN(C=O)C. The product is [C:5]([C:7]1[CH:12]=[CH:11][C:10]([C@H:13]2[CH2:18][CH2:17][C@H:16]([C:19]([O:21][CH3:22])=[O:20])[CH2:15][CH2:14]2)=[CH:9][CH:8]=1)(=[O:6])[CH:4]([CH3:23])[OH:1]. The yield is 0.660. (4) The reactants are C(Cl)(=O)C(Cl)=O.CS(C)=O.[C:11]([O:15][C:16]([N:18]1[CH2:22][CH2:21][CH:20]([O:23][Si:24]([C:27]([CH3:30])([CH3:29])[CH3:28])([CH3:26])[CH3:25])[CH:19]1[CH2:31][OH:32])=[O:17])([CH3:14])([CH3:13])[CH3:12]. The catalyst is C(Cl)Cl.Cl. The product is [C:11]([O:15][C:16]([N:18]1[CH2:22][CH2:21][CH:20]([O:23][Si:24]([C:27]([CH3:30])([CH3:29])[CH3:28])([CH3:26])[CH3:25])[CH:19]1[CH:31]=[O:32])=[O:17])([CH3:14])([CH3:13])[CH3:12]. The yield is 1.00. (5) The reactants are [NH2:1][C:2]1[CH:14]=[CH:13][C:12]2[C@@H:11]3[C@@H:6]([N:7]([C:15]([C:17]4[CH:25]=[CH:24][C:20]5[NH:21][CH:22]=[N:23][C:19]=5[CH:18]=4)=[O:16])[CH2:8][CH2:9][CH2:10]3)[CH2:5][C:4]=2[C:3]=1[OH:26].C(OCC)(OCC)O[CH2:29][CH3:30]. No catalyst specified. The product is [NH:21]1[C:20]2[CH:24]=[CH:25][C:17]([C:15]([N:7]3[C@H:6]4[C@H:11]([C:12]5[CH:4]=[C:3]6[O:26][C:29]([CH3:30])=[N:1][C:2]6=[CH:14][C:13]=5[CH2:5]4)[CH2:10][CH2:9][CH2:8]3)=[O:16])=[CH:18][C:19]=2[N:23]=[CH:22]1. The yield is 0.640. (6) The reactants are [NH2:1][C:2]1[CH:3]=[CH:4][C:5]([O:17][CH:18]([CH3:20])[CH3:19])=[C:6]([CH:16]=1)[CH2:7][NH:8][C:9](=[O:15])[O:10][C:11]([CH3:14])([CH3:13])[CH3:12].Cl[C:22]([O:24][CH3:25])=[O:23]. The catalyst is N1C=CC=CC=1. The product is [CH3:25][O:24][C:22](=[O:23])[NH:1][C:2]1[CH:3]=[CH:4][C:5]([O:17][CH:18]([CH3:20])[CH3:19])=[C:6]([CH2:7][NH:8][C:9]([O:10][C:11]([CH3:12])([CH3:13])[CH3:14])=[O:15])[CH:16]=1. The yield is 0.830.